From a dataset of NCI-60 drug combinations with 297,098 pairs across 59 cell lines. Regression. Given two drug SMILES strings and cell line genomic features, predict the synergy score measuring deviation from expected non-interaction effect. (1) Drug 1: C1CN1C2=NC(=NC(=N2)N3CC3)N4CC4. Drug 2: C1=CC(=CC=C1CCC2=CNC3=C2C(=O)NC(=N3)N)C(=O)NC(CCC(=O)O)C(=O)O. Cell line: PC-3. Synergy scores: CSS=45.2, Synergy_ZIP=-13.4, Synergy_Bliss=-13.5, Synergy_Loewe=-3.30, Synergy_HSA=-1.64. (2) Synergy scores: CSS=2.67, Synergy_ZIP=0.0514, Synergy_Bliss=0.0104, Synergy_Loewe=-0.000810, Synergy_HSA=-0.499. Drug 1: CN(C)N=NC1=C(NC=N1)C(=O)N. Cell line: COLO 205. Drug 2: CC(C)CN1C=NC2=C1C3=CC=CC=C3N=C2N. (3) Drug 1: C1=CC(=CC=C1CCC2=CNC3=C2C(=O)NC(=N3)N)C(=O)NC(CCC(=O)O)C(=O)O. Drug 2: CN1C2=C(C=C(C=C2)N(CCCl)CCCl)N=C1CCCC(=O)O.Cl. Cell line: SK-OV-3. Synergy scores: CSS=28.7, Synergy_ZIP=-4.59, Synergy_Bliss=-10.4, Synergy_Loewe=-32.8, Synergy_HSA=-10.4. (4) Drug 1: CCC(=C(C1=CC=CC=C1)C2=CC=C(C=C2)OCCN(C)C)C3=CC=CC=C3.C(C(=O)O)C(CC(=O)O)(C(=O)O)O. Drug 2: CC1=C2C(C(=O)C3(C(CC4C(C3C(C(C2(C)C)(CC1OC(=O)C(C(C5=CC=CC=C5)NC(=O)C6=CC=CC=C6)O)O)OC(=O)C7=CC=CC=C7)(CO4)OC(=O)C)O)C)OC(=O)C. Cell line: SF-268. Synergy scores: CSS=13.5, Synergy_ZIP=15.3, Synergy_Bliss=11.8, Synergy_Loewe=4.23, Synergy_HSA=8.16.